This data is from Forward reaction prediction with 1.9M reactions from USPTO patents (1976-2016). The task is: Predict the product of the given reaction. Given the reactants Br[C:2]1[CH:7]=[CH:6][C:5]([C:8]2[O:12][N:11]=[C:10]([CH3:13])[C:9]=2[CH2:14][S:15][CH2:16][CH2:17][C:18]2[CH:23]=[CH:22][CH:21]=[CH:20][CH:19]=2)=[CH:4][CH:3]=1.[CH2:24]([O:26][C:27]([CH2:29][CH2:30][C:31]1[CH:36]=[CH:35][C:34](B(O)O)=[CH:33][CH:32]=1)=[O:28])[CH3:25], predict the reaction product. The product is: [CH2:24]([O:26][C:27](=[O:28])[CH2:29][CH2:30][C:31]1[CH:36]=[CH:35][C:34]([C:2]2[CH:7]=[CH:6][C:5]([C:8]3[O:12][N:11]=[C:10]([CH3:13])[C:9]=3[CH2:14][S:15][CH2:16][CH2:17][C:18]3[CH:23]=[CH:22][CH:21]=[CH:20][CH:19]=3)=[CH:4][CH:3]=2)=[CH:33][CH:32]=1)[CH3:25].